The task is: Predict the reactants needed to synthesize the given product.. This data is from Full USPTO retrosynthesis dataset with 1.9M reactions from patents (1976-2016). (1) Given the product [C:15]([C:14]1[CH:17]=[C:10]([C:9]2[CH:8]=[CH:7][N:6]=[C:5]3[N:25]([S:26]([C:29]4[CH:34]=[CH:33][CH:32]=[CH:31][CH:30]=4)(=[O:27])=[O:28])[C:2]([C:47]4[CH2:46][N:45]([C:48]([O:50][C:51]([CH3:54])([CH3:53])[CH3:52])=[O:49])[CH2:44][CH:43]=4)=[CH:3][C:4]=23)[CH:11]=[CH:12][C:13]=1[O:18][CH:19]1[CH2:20][CH2:21][O:22][CH2:23][CH2:24]1)#[N:16], predict the reactants needed to synthesize it. The reactants are: I[C:2]1[N:25]([S:26]([C:29]2[CH:34]=[CH:33][CH:32]=[CH:31][CH:30]=2)(=[O:28])=[O:27])[C:5]2=[N:6][CH:7]=[CH:8][C:9]([C:10]3[CH:11]=[CH:12][C:13]([O:18][CH:19]4[CH2:24][CH2:23][O:22][CH2:21][CH2:20]4)=[C:14]([CH:17]=3)[C:15]#[N:16])=[C:4]2[CH:3]=1.CC1(C)C(C)(C)OB([C:43]2[CH2:44][N:45]([C:48]([O:50][C:51]([CH3:54])([CH3:53])[CH3:52])=[O:49])[CH2:46][CH:47]=2)O1.C(=O)([O-])[O-].[Cs+].[Cs+]. (2) Given the product [ClH:23].[F:16][C:17]1[CH:25]=[CH:24][C:20]([C:21]([NH:15][C:13]2[CH:12]=[CH:11][CH:10]=[C:9]([O:8][CH:5]3[CH2:4][CH2:3][N:2]([CH3:1])[CH2:7][CH2:6]3)[N:14]=2)=[O:22])=[CH:19][CH:18]=1, predict the reactants needed to synthesize it. The reactants are: [CH3:1][N:2]1[CH2:7][CH2:6][CH:5]([O:8][C:9]2[N:14]=[C:13]([NH2:15])[CH:12]=[CH:11][CH:10]=2)[CH2:4][CH2:3]1.[F:16][C:17]1[CH:25]=[CH:24][C:20]([C:21]([Cl:23])=[O:22])=[CH:19][CH:18]=1. (3) Given the product [Cl:1][C:2]1[CH:3]=[C:4]([C:12]2[N:16]=[C:15]([C:17]3[CH:18]=[C:19]4[C:23](=[CH:24][CH:25]=3)[CH2:22][N:21]([CH2:28][CH2:27][C:26]([O:30][CH3:31])=[O:29])[CH2:20]4)[O:14][N:13]=2)[CH:5]=[CH:6][C:7]=1[O:8][CH:9]([CH3:11])[CH3:10], predict the reactants needed to synthesize it. The reactants are: [Cl:1][C:2]1[CH:3]=[C:4]([C:12]2[N:16]=[C:15]([C:17]3[CH:18]=[C:19]4[C:23](=[CH:24][CH:25]=3)[CH2:22][NH:21][CH2:20]4)[O:14][N:13]=2)[CH:5]=[CH:6][C:7]=1[O:8][CH:9]([CH3:11])[CH3:10].[C:26]([O:30][CH3:31])(=[O:29])[CH:27]=[CH2:28]. (4) Given the product [N:1]1[CH:6]=[CH:5][C:4]([C:7]2[C:15]3[C:14](=[O:16])[N:13]([CH2:34][CH2:33][C:24]4[CH:25]=[CH:26][C:27]5[C:32](=[CH:31][CH:30]=[CH:29][CH:28]=5)[N:23]=4)[N:12]=[C:11]([C:17]4[CH:22]=[CH:21][N:20]=[CH:19][CH:18]=4)[C:10]=3[S:9][CH:8]=2)=[CH:3][CH:2]=1, predict the reactants needed to synthesize it. The reactants are: [N:1]1[CH:6]=[CH:5][C:4]([C:7]2[C:15]3[C:14](=[O:16])[NH:13][N:12]=[C:11]([C:17]4[CH:22]=[CH:21][N:20]=[CH:19][CH:18]=4)[C:10]=3[S:9][CH:8]=2)=[CH:3][CH:2]=1.[N:23]1[C:32]2[C:27](=[CH:28][CH:29]=[CH:30][CH:31]=2)[CH:26]=[CH:25][C:24]=1[CH2:33][CH2:34]O.C1C=CC(P(C2C=CC=CC=2)C2C=CC=CC=2)=CC=1.CC(OC(/N=N/C(OC(C)C)=O)=O)C.